Task: Predict the reactants needed to synthesize the given product.. Dataset: Full USPTO retrosynthesis dataset with 1.9M reactions from patents (1976-2016) (1) Given the product [CH3:55][O:56][C:57](=[O:78])[CH2:58][CH2:59][CH:60]1[CH2:61][CH2:62][N:63]([C:66]2[S:67][C:68]([C:71]3[CH:76]=[CH:75][CH:74]=[C:73]([NH:47][C:48]4[CH:53]=[C:52]([CH3:54])[CH:51]=[CH:50][N:49]=4)[N:72]=3)=[CH:69][N:70]=2)[CH2:64][CH2:65]1, predict the reactants needed to synthesize it. The reactants are: C1(P(C2C=CC=CC=2)C2C=CC3C(=CC=CC=3)C=2C2C3C(=CC=CC=3)C=CC=2P(C2C=CC=CC=2)C2C=CC=CC=2)C=CC=CC=1.[NH2:47][C:48]1[CH:53]=[C:52]([CH3:54])[CH:51]=[CH:50][N:49]=1.[CH3:55][O:56][C:57](=[O:78])[CH2:58][CH2:59][CH:60]1[CH2:65][CH2:64][N:63]([C:66]2[S:67][C:68]([C:71]3[CH:76]=[CH:75][CH:74]=[C:73](Br)[N:72]=3)=[CH:69][N:70]=2)[CH2:62][CH2:61]1.C(=O)([O-])[O-].[Cs+].[Cs+]. (2) Given the product [CH3:1][C@H:2]1[C@@H:7]2[CH2:8][CH2:9][C:10]([CH3:12])=[CH:11][C@@H:6]2[C@H:5]([C:13]([CH2:15][OH:16])=[CH2:14])[CH2:4][CH2:3]1, predict the reactants needed to synthesize it. The reactants are: [CH3:1][C@H:2]1[C@@H:7]2[CH2:8][CH2:9][C:10]([CH3:12])=[CH:11][C@@H:6]2[C@H:5]([C:13]([C:15](O)=[O:16])=[CH2:14])[CH2:4][CH2:3]1.[H-].[H-].[H-].[H-].[Li+].[Al+3]. (3) Given the product [C:15]([O:19][C:20]([N:22]1[CH2:27][CH2:26][CH:25]([NH:28][C:2]2[O:3][CH:4]=[C:5]([C:7]3[CH:12]=[CH:11][CH:10]=[C:9]([O:13][CH3:14])[CH:8]=3)[N:6]=2)[CH2:24][CH2:23]1)=[O:21])([CH3:18])([CH3:16])[CH3:17], predict the reactants needed to synthesize it. The reactants are: Cl[C:2]1[O:3][CH:4]=[C:5]([C:7]2[CH:12]=[CH:11][CH:10]=[C:9]([O:13][CH3:14])[CH:8]=2)[N:6]=1.[C:15]([O:19][C:20]([N:22]1[CH2:27][CH2:26][CH:25]([NH2:28])[CH2:24][CH2:23]1)=[O:21])([CH3:18])([CH3:17])[CH3:16].C(N(C(C)C)C(C)C)C. (4) Given the product [NH2:1][C:2]1[N:7]=[CH:6][N:5]=[C:4]2[N:8]([CH2:25][C@H:26]3[CH2:30][CH2:29][CH2:28][N:27]3[C:31]([C:32](=[CH:38][CH:39]3[CH2:41][CH2:40]3)[C:33]#[N:34])=[O:35])[N:9]=[C:10]([C:11]3[CH:16]=[CH:15][C:14]([O:17][C:18]4[CH:23]=[CH:22][CH:21]=[CH:20][C:19]=4[F:24])=[CH:13][CH:12]=3)[C:3]=12, predict the reactants needed to synthesize it. The reactants are: [NH2:1][C:2]1[N:7]=[CH:6][N:5]=[C:4]2[N:8]([CH2:25][C@H:26]3[CH2:30][CH2:29][CH2:28][N:27]3[C:31](=[O:35])[CH2:32][C:33]#[N:34])[N:9]=[C:10]([C:11]3[CH:16]=[CH:15][C:14]([O:17][C:18]4[CH:23]=[CH:22][CH:21]=[CH:20][C:19]=4[F:24])=[CH:13][CH:12]=3)[C:3]=12.N1[CH2:41][CH2:40][CH2:39][CH2:38]C1.C1(C=O)CC1. (5) Given the product [CH2:1]([O:8][C:9]([C:10]1[CH:15]=[C:14]([C:41]2[CH:42]=[C:37]([CH:34]([CH3:36])[CH3:35])[CH:38]=[CH:39][C:40]=2[O:46][CH3:47])[C:13]([O:17][CH2:18][C:19]2[CH:24]=[CH:23][CH:22]=[CH:21][CH:20]=2)=[CH:12][C:11]=1[O:25][CH2:26][C:27]1[CH:32]=[CH:31][CH:30]=[CH:29][CH:28]=1)=[O:33])[C:2]1[CH:7]=[CH:6][CH:5]=[CH:4][CH:3]=1, predict the reactants needed to synthesize it. The reactants are: [CH2:1]([O:8][C:9](=[O:33])[C:10]1[CH:15]=[C:14](Br)[C:13]([O:17][CH2:18][C:19]2[CH:24]=[CH:23][CH:22]=[CH:21][CH:20]=2)=[CH:12][C:11]=1[O:25][CH2:26][C:27]1[CH:32]=[CH:31][CH:30]=[CH:29][CH:28]=1)[C:2]1[CH:7]=[CH:6][CH:5]=[CH:4][CH:3]=1.[CH:34]([C:37]1[CH:38]=[CH:39][C:40]([O:46][CH3:47])=[C:41](B(O)O)[CH:42]=1)([CH3:36])[CH3:35].C(O)C.C([O-])(O)=O.[Na+]. (6) Given the product [F:1][C:2]([F:15])([F:14])[S:3]([O:6][CH2:17][CH2:18][CH2:19][CH2:20][CH:21]1[CH2:25][CH2:24][O:23][C:22]1=[O:26])(=[O:5])=[O:4], predict the reactants needed to synthesize it. The reactants are: [F:1][C:2]([F:15])([F:14])[S:3]([O:6]S(C(F)(F)F)(=O)=O)(=[O:5])=[O:4].O[CH2:17][CH2:18][CH2:19][CH2:20][CH:21]1[CH2:25][CH2:24][O:23][C:22]1=[O:26].CCN(C(C)C)C(C)C. (7) Given the product [F:15][C:6]1[CH:5]=[C:4]2[C:9](=[CH:8][C:7]=1[F:14])[N:10]=[C:11]([O:12][CH3:13])[C:2]([NH:1][C:17](=[O:18])[O:19][CH2:20][CH3:21])=[N:3]2, predict the reactants needed to synthesize it. The reactants are: [NH2:1][C:2]1[C:11]([O:12][CH3:13])=[N:10][C:9]2[C:4](=[CH:5][C:6]([F:15])=[C:7]([F:14])[CH:8]=2)[N:3]=1.Cl[C:17]([O:19][CH2:20][CH3:21])=[O:18].N1C=CC=CC=1. (8) Given the product [CH2:30]([N:27]([CH2:28][CH3:29])[C:14]([C:13]1[C:7]2[O:6][C:5]3[C:4]([C:17]([N:34]([CH2:35][CH3:36])[CH2:32][CH3:33])=[O:19])=[CH:3][CH:2]=[CH:1][C:9]=3[C:8]=2[CH:10]=[CH:11][CH:12]=1)=[O:16])[CH3:31], predict the reactants needed to synthesize it. The reactants are: [CH:1]1[C:9]2[C:8]3[CH:10]=[CH:11][CH:12]=[C:13]([C:14]([OH:16])=O)[C:7]=3[O:6][C:5]=2[C:4]([C:17]([OH:19])=O)=[CH:3][CH:2]=1.CN(C)C=O.C([N:27]([CH2:30][CH3:31])[CH2:28][CH3:29])C.[CH2:32]([NH:34][CH2:35][CH3:36])[CH3:33]. (9) Given the product [CH3:1][N:2]1[CH2:8][CH:7]([CH3:9])[C:6]2[CH:10]=[C:11]([Cl:78])[CH:12]=[CH:13][C:5]=2[CH2:4][CH2:3]1, predict the reactants needed to synthesize it. The reactants are: [CH3:1][N:2]1[CH2:8][CH:7]([CH3:9])[C:6]2[CH:10]=[C:11](Br)[CH:12]=[CH:13][C:5]=2[CH2:4][CH2:3]1.CN1CC(C)C2C=C(I)C=CC=2CC1.CN1CC(C)C2C=C(C(F)(F)F)C=CC=2CC1.CN1CC(CC)C2C=C(C(F)(F)F)C=CC=2CC1.CN1CC(CC)C2C=C([Cl:78])C=CC=2CC1.CN1CC(CC)C2C=C(Br)C=CC=2CC1.CN1CC(CC)C2C=C(I)C=CC=2CC1.CN1CC(C)C2C=C(Cl)C(Cl)=CC=2CC1.CN1CC(CC)C2C=C(Cl)C(Cl)=CC=2CC1.CN1CC(C)C2C=C(Cl)C(F)=CC=2CC1.CN1CC(CC)C2C=C(Cl)C(F)=CC=2CC1.